Task: Predict the reactants needed to synthesize the given product.. Dataset: Full USPTO retrosynthesis dataset with 1.9M reactions from patents (1976-2016) (1) Given the product [Br:10][C:6]1[CH:5]=[CH:4][C:3]([OH:9])=[C:2]([Cl:1])[C:7]=1[Cl:8], predict the reactants needed to synthesize it. The reactants are: [Cl:1][C:2]1[C:7]([Cl:8])=[CH:6][CH:5]=[CH:4][C:3]=1[OH:9].[Br:10]Br.[O-]S([O-])(=S)=O.[Na+].[Na+]. (2) Given the product [Cl:1][C:2]1[N:7]=[CH:6][C:5]([NH:8][CH:11]=[C:12]2[C:13](=[O:21])[O:14][C:15]([CH3:19])([CH3:20])[O:16][C:17]2=[O:18])=[CH:4][CH:3]=1, predict the reactants needed to synthesize it. The reactants are: [Cl:1][C:2]1[N:7]=[CH:6][C:5]([NH2:8])=[CH:4][CH:3]=1.CO[CH:11]=[C:12]1[C:17](=[O:18])[O:16][C:15]([CH3:20])([CH3:19])[O:14][C:13]1=[O:21]. (3) Given the product [O:15]1[C:2]2([CH2:7][CH2:6][CH:5]([C:8]([O:10][CH2:11][CH3:12])=[O:9])[CH2:4][CH2:3]2)[O:1][CH2:13][CH2:14]1, predict the reactants needed to synthesize it. The reactants are: [O:1]=[C:2]1[CH2:7][CH2:6][CH:5]([C:8]([O:10][CH2:11][CH3:12])=[O:9])[CH2:4][CH2:3]1.[CH2:13](O)[CH2:14][OH:15].O.C1(C)C=CC(S(O)(=O)=O)=CC=1. (4) The reactants are: Br[C:2]1[N:6]2[N:7]=[CH:8][CH:9]=[C:10]([N:11]3[CH2:16][CH2:15][O:14][CH2:13][CH2:12]3)[C:5]2=[N:4][C:3]=1[C:17]#[C:18][C:19]1[CH:28]=[CH:27][C:26]2[C:21](=[CH:22][CH:23]=[CH:24][CH:25]=2)[N:20]=1.[C:29]([O:33][C:34]([C:36]1[CH:37]=[C:38](B(O)O)[CH:39]=[CH:40][CH:41]=1)=[O:35])([CH3:32])([CH3:31])[CH3:30].C(=O)([O-])[O-].[Cs+].[Cs+].CCOC(C)=O. Given the product [O:14]1[CH2:15][CH2:16][N:11]([C:10]2[C:5]3[N:6]([C:2]([C:40]4[CH:41]=[C:36]([CH:37]=[CH:38][CH:39]=4)[C:34]([O:33][C:29]([CH3:31])([CH3:32])[CH3:30])=[O:35])=[C:3]([C:17]#[C:18][C:19]4[CH:28]=[CH:27][C:26]5[C:21](=[CH:22][CH:23]=[CH:24][CH:25]=5)[N:20]=4)[N:4]=3)[N:7]=[CH:8][CH:9]=2)[CH2:12][CH2:13]1, predict the reactants needed to synthesize it. (5) Given the product [CH3:1][O:2][C:3](=[O:16])[C:4]1[CH:9]=[CH:8][C:7]([CH:10]([NH:33][C:30]2[CH:29]=[CH:28][C:27]([C:24]3[CH:25]=[CH:26][C:21]([C:17]([CH3:20])([CH3:19])[CH3:18])=[CH:22][CH:23]=3)=[CH:32][CH:31]=2)[CH2:11][CH:12]([CH3:14])[CH3:13])=[CH:6][CH:5]=1, predict the reactants needed to synthesize it. The reactants are: [CH3:1][O:2][C:3](=[O:16])[C:4]1[CH:9]=[CH:8][C:7]([C:10](=O)[CH2:11][CH:12]([CH3:14])[CH3:13])=[CH:6][CH:5]=1.[C:17]([C:21]1[CH:26]=[CH:25][C:24]([C:27]2[CH:32]=[CH:31][C:30]([NH2:33])=[CH:29][CH:28]=2)=[CH:23][CH:22]=1)([CH3:20])([CH3:19])[CH3:18].C(N(CC)CC)C.C([BH3-])#N.[Na+].[OH-].[Na+].